Dataset: TCR-epitope binding with 47,182 pairs between 192 epitopes and 23,139 TCRs. Task: Binary Classification. Given a T-cell receptor sequence (or CDR3 region) and an epitope sequence, predict whether binding occurs between them. (1) The epitope is YVFCTVNAL. The TCR CDR3 sequence is CASSQVLYNEQFF. Result: 0 (the TCR does not bind to the epitope). (2) The epitope is RISNCVADY. The TCR CDR3 sequence is CASSQALPGPGAYGGQYF. Result: 0 (the TCR does not bind to the epitope). (3) The epitope is FLYALALLL. The TCR CDR3 sequence is CASSGRGNEQFF. Result: 0 (the TCR does not bind to the epitope). (4) The TCR CDR3 sequence is CASSQPDNYEQYF. The epitope is FVDGVPFVV. Result: 1 (the TCR binds to the epitope). (5) The epitope is NLWNTFTRL. The TCR CDR3 sequence is CSVVGVAGAYDEQFF. Result: 1 (the TCR binds to the epitope).